From a dataset of Forward reaction prediction with 1.9M reactions from USPTO patents (1976-2016). Predict the product of the given reaction. (1) Given the reactants [C:1](=[O:4])(O)O.[C:5]1([NH:11][C:12]([NH2:14])=[NH:13])[CH:10]=[CH:9][CH:8]=[CH:7][CH:6]=1.C([O-])C.[Na+].C(OC(=O)[C:24]1[CH:29]=[CH:28][CH:27]=[CH:26][C:25]=1[CH2:30][CH3:31])(=O)C, predict the reaction product. The product is: [OH:4][C:1]1[CH:31]=[C:30]([C:25]2[CH:26]=[CH:27][CH:28]=[CH:29][CH:24]=2)[N:14]=[C:12]([NH:11][C:5]2[CH:10]=[CH:9][CH:8]=[CH:7][CH:6]=2)[N:13]=1. (2) Given the reactants O=C1C2C(=CC=CC=2)C(=O)[N:3]1[CH2:12][C:13]1[CH:18]=[CH:17][C:16]([S:19]([NH:22][CH2:23][CH2:24][CH2:25][CH2:26][N:27]([CH2:31][CH2:32][CH3:33])[CH2:28][CH2:29][CH3:30])(=[O:21])=[O:20])=[CH:15][CH:14]=1.CN.CO, predict the reaction product. The product is: [NH2:3][CH2:12][C:13]1[CH:18]=[CH:17][C:16]([S:19]([NH:22][CH2:23][CH2:24][CH2:25][CH2:26][N:27]([CH2:31][CH2:32][CH3:33])[CH2:28][CH2:29][CH3:30])(=[O:20])=[O:21])=[CH:15][CH:14]=1. (3) Given the reactants [F:1][C:2]([F:22])([F:21])[C:3]1[CH:8]=[CH:7][C:6]([NH:9][C:10]2[N:20]=[C:13]3[CH:14]=[CH:15][CH:16]=[C:17](CO)[N:12]3[N:11]=2)=[CH:5][CH:4]=1.C([Li])CCC.C[O:29][C:30]1[CH:31]=[C:32]([CH:35]=[CH:36][N:37]=1)[CH:33]=O, predict the reaction product. The product is: [F:21][C:2]([F:1])([F:22])[C:3]1[CH:8]=[CH:7][C:6]([NH:9][C:10]2[N:20]=[C:13]3[CH:14]=[CH:15][CH:16]=[C:17]([CH2:33][C:32]4[CH:35]=[CH:36][NH:37][C:30](=[O:29])[CH:31]=4)[N:12]3[N:11]=2)=[CH:5][CH:4]=1. (4) Given the reactants [CH2:1]([N:8]([CH3:29])[C:9]1[CH:14]=[CH:13][C:12]([C:15]([CH3:25])([CH2:23][OH:24])[C:16]([N:18]2[CH2:22][CH2:21][CH2:20][CH2:19]2)=[O:17])=[CH:11][C:10]=1[N+:26]([O-:28])=[O:27])[C:2]1[CH:7]=[CH:6][CH:5]=[CH:4][CH:3]=1.C(N(CC)CC)C.[CH3:37][S:38](Cl)(=[O:40])=[O:39], predict the reaction product. The product is: [CH2:1]([N:8]([CH3:29])[C:9]1[CH:14]=[CH:13][C:12]([C:15]([CH3:25])([CH2:23][O:24][S:38]([CH3:37])(=[O:40])=[O:39])[C:16]([N:18]2[CH2:19][CH2:20][CH2:21][CH2:22]2)=[O:17])=[CH:11][C:10]=1[N+:26]([O-:28])=[O:27])[C:2]1[CH:7]=[CH:6][CH:5]=[CH:4][CH:3]=1.